Dataset: CYP3A4 inhibition data for predicting drug metabolism from PubChem BioAssay. Task: Regression/Classification. Given a drug SMILES string, predict its absorption, distribution, metabolism, or excretion properties. Task type varies by dataset: regression for continuous measurements (e.g., permeability, clearance, half-life) or binary classification for categorical outcomes (e.g., BBB penetration, CYP inhibition). Dataset: cyp3a4_veith. The molecule is COC(=O)[C@@]1(Cc2ccccc2)[C@H]2c3cc(C(=O)N4CCCC4)n(CCO)c3C[C@H]2CN1C(=O)c1ccccc1. The result is 1 (inhibitor).